This data is from Reaction yield outcomes from USPTO patents with 853,638 reactions. The task is: Predict the reaction yield, written as a fraction of the theoretical maximum amount of product (1.0 means a 100% yield; for example, 0.34 means a 34% yield). (1) The yield is 0.600. The reactants are [Cl:1][C:2]1[CH:7]=[CH:6][C:5]([CH2:8][C:9]#[N:10])=[CH:4][C:3]=1[OH:11].C([O-])([O-])=O.[K+].[K+].[CH:18]1[CH:23]=[CH:22][C:21]([CH2:24]Br)=[CH:20][CH:19]=1. The product is [CH2:24]([O:11][C:3]1[CH:4]=[C:5]([CH2:8][C:9]#[N:10])[CH:6]=[CH:7][C:2]=1[Cl:1])[C:21]1[CH:22]=[CH:23][CH:18]=[CH:19][CH:20]=1. The catalyst is CC#N. (2) The reactants are [CH2:1]([C:3]1[C:7]2[CH:8]=[CH:9][CH:10]=[CH:11][C:6]=2[O:5][C:4]=1[C:12](=O)[CH3:13])[CH3:2].[CH3:15][C:16]([S@:19]([NH2:21])=[O:20])([CH3:18])[CH3:17].[Na+].[Cl-]. The catalyst is C1COCC1. The product is [CH2:1]([C:3]1[C:7]2[CH:8]=[CH:9][CH:10]=[CH:11][C:6]=2[O:5][C:4]=1[C:12](=[N:21][S@@:19]([C:16]([CH3:18])([CH3:17])[CH3:15])=[O:20])[CH3:13])[CH3:2]. The yield is 0.600. (3) The reactants are C1C=CC(P(C2C=CC=CC=2)C2C=CC=CC=2)=CC=1.[F:20][C:21]1[CH:26]=[C:25]([F:27])[CH:24]=[CH:23][C:22]=1[C:28]1[N:29]=[C:30]2[C:35]([CH3:36])=[N:34][CH:33]=[CH:32][N:31]2[CH:37]=1.I[C:39]1[CH:44]=[CH:43][N:42]=[C:41]([S:45][CH3:46])[N:40]=1. The catalyst is CN(C=O)C.CC([O-])=O.CC([O-])=O.[Pd+2]. The product is [F:20][C:21]1[CH:26]=[C:25]([F:27])[CH:24]=[CH:23][C:22]=1[C:28]1[N:29]=[C:30]2[C:35]([CH3:36])=[N:34][CH:33]=[CH:32][N:31]2[C:37]=1[C:39]1[CH:44]=[CH:43][N:42]=[C:41]([S:45][CH3:46])[N:40]=1. The yield is 0.380. (4) The reactants are [OH:1][CH2:2][CH2:3][N:4]1[C:8](=[O:9])[C:7]2=[CH:10][CH:11]=[CH:12][CH:13]=[C:6]2[C:5]1=[O:14].O[C:16]1[CH:21]=[CH:20][C:19]([C:22]([F:25])([F:24])[F:23])=[CH:18][CH:17]=1.N(C(OCC)=O)=NC(OCC)=O.C1(P(C2C=CC=CC=2)C2C=CC=CC=2)C=CC=CC=1. The catalyst is C1COCC1. The product is [F:23][C:22]([F:25])([F:24])[C:19]1[CH:20]=[CH:21][C:16]([O:1][CH2:2][CH2:3][N:4]2[C:8](=[O:9])[C:7]3=[CH:10][CH:11]=[CH:12][CH:13]=[C:6]3[C:5]2=[O:14])=[CH:17][CH:18]=1. The yield is 0.690. (5) The reactants are [CH3:1][C@@H:2](O)[CH2:3][CH:4]=[CH2:5].C1(C)C=CC(S(Cl)(=O)=O)=CC=1.C(=O)(O)[O-].[Na+].[C:23](O[C:23]([O:25][C:26]([CH3:29])([CH3:28])[CH3:27])=[O:24])([O:25][C:26]([CH3:29])([CH3:28])[CH3:27])=[O:24].[N:38]1C=CC=C[CH:39]=1. The catalyst is C1COCC1.ClCCl. The product is [CH3:39][N:38]([C:23]([O:25][C:26]([CH3:29])([CH3:28])[CH3:27])=[O:24])[C@H:2]([CH2:3][CH:4]=[CH2:5])[CH3:1]. The yield is 0.439. (6) The reactants are Cl[C:2]([O:4][CH2:5][C:6]1[CH:11]=[CH:10][CH:9]=[CH:8][CH:7]=1)=[O:3].[NH2:12][C:13]1[CH:18]=[CH:17][C:16]([N:19]2[CH2:23][CH2:22][CH2:21][C:20]2=[O:24])=[CH:15][CH:14]=1.C(OCC)(=O)C. The catalyst is O1CCCC1.CN(C)C1C=CC=CC=1. The product is [O:24]=[C:20]1[CH2:21][CH2:22][CH2:23][N:19]1[C:16]1[CH:17]=[CH:18][C:13]([NH:12][C:2](=[O:3])[O:4][CH2:5][C:6]2[CH:11]=[CH:10][CH:9]=[CH:8][CH:7]=2)=[CH:14][CH:15]=1. The yield is 0.738. (7) The reactants are C([N:8]1[CH2:13][CH2:12][N:11]([C:14]2[CH:19]=[CH:18][C:17]([O:20][C:21]3[CH:26]=[CH:25][C:24]([O:27][CH3:28])=[CH:23][CH:22]=3)=[CH:16][CH:15]=2)[CH2:10][CH2:9]1)C1C=CC=CC=1. The catalyst is [OH-].[OH-].[Pd+2].CO. The product is [CH3:28][O:27][C:24]1[CH:25]=[CH:26][C:21]([O:20][C:17]2[CH:16]=[CH:15][C:14]([N:11]3[CH2:10][CH2:9][NH:8][CH2:13][CH2:12]3)=[CH:19][CH:18]=2)=[CH:22][CH:23]=1. The yield is 0.785. (8) The reactants are CN1CCOCC1.[CH2:8]([O:15][C:16](=[O:31])[CH:17]([NH:23][C:24]([O:26][C:27]([CH3:30])([CH3:29])[CH3:28])=[O:25])[CH2:18][CH2:19][C:20]([OH:22])=O)[C:9]1[CH:14]=[CH:13][CH:12]=[CH:11][CH:10]=1.CN([C:35]([O:39][N:40]1N=NC2C=CC=N[C:41]1=2)=[N+](C)C)C.F[P-](F)(F)(F)(F)F.Cl.CNOC. The catalyst is CN(C)C=O. The product is [CH2:8]([O:15][C:16](=[O:31])[CH:17]([NH:23][C:24]([O:26][C:27]([CH3:30])([CH3:29])[CH3:28])=[O:25])[CH2:18][CH2:19][C:20](=[O:22])[N:40]([O:39][CH3:35])[CH3:41])[C:9]1[CH:10]=[CH:11][CH:12]=[CH:13][CH:14]=1. The yield is 0.990.